Task: Predict the reaction yield, written as a fraction of the theoretical maximum amount of product (1.0 means a 100% yield; for example, 0.34 means a 34% yield).. Dataset: Reaction yield outcomes from USPTO patents with 853,638 reactions (1) The reactants are C(=O)([O-])[O-].[K+].[K+].Br[CH2:8][CH2:9][CH2:10][N:11]1[C:15](=[O:16])[C:14]2=[CH:17][CH:18]=[CH:19][CH:20]=[C:13]2[C:12]1=[O:21].CN(C=O)C.[CH2:27]([N:29]1[C:35](=[O:36])[C:34]([CH3:38])([CH3:37])[C:33](=[O:39])[N:32]([CH3:40])[C:31]2[CH:41]=[C:42]([OH:45])[CH:43]=[CH:44][C:30]1=2)[CH3:28]. The catalyst is C(OCC)(=O)C.O. The product is [O:21]=[C:12]1[C:13]2[C:14](=[CH:17][CH:18]=[CH:19][CH:20]=2)[C:15](=[O:16])[N:11]1[CH2:10][CH2:9][CH2:8][O:45][C:42]1[CH:43]=[CH:44][C:30]2[N:29]([CH2:27][CH3:28])[C:35](=[O:36])[C:34]([CH3:37])([CH3:38])[C:33](=[O:39])[N:32]([CH3:40])[C:31]=2[CH:41]=1. The yield is 0.830. (2) The product is [F:1][C:2]1[CH:3]=[C:4]2[C:8](=[CH:9][CH:10]=1)[NH:7][C:6](=[O:11])[C:5]2=[C:30]1[C:31]2[C:36](=[CH:35][C:34]([O:37][CH2:38][CH2:39][N:40]3[CH2:45][CH2:44][O:43][CH2:42][CH2:41]3)=[CH:33][CH:32]=2)[CH:28]([CH3:27])[O:29]1. The yield is 0.230. The catalyst is C(COC)OC. The reactants are [F:1][C:2]1[CH:3]=[C:4]2[C:8](=[CH:9][CH:10]=1)[NH:7][C:6](=[O:11])[CH2:5]2.[Li+].C[Si]([N-][Si](C)(C)C)(C)C.C1COCC1.[CH3:27][CH:28]1[C:36]2[C:31](=[CH:32][CH:33]=[C:34]([O:37][CH2:38][CH2:39][N:40]3[CH2:45][CH2:44][O:43][CH2:42][CH2:41]3)[CH:35]=2)[C:30](=O)[O:29]1. (3) The reactants are [NH2:1][C:2]12[C:20](=[O:21])[C:19]3[C:14](=[CH:15][CH:16]=[CH:17][CH:18]=3)[C:3]1([OH:22])[O:4][C:5]1[C:10]2=[CH:9][CH:8]=[C:7]([CH:11]([CH3:13])[CH3:12])[CH:6]=1.C(N(CC)CC)C.Cl[C:31](Cl)([O:33]C(=O)OC(Cl)(Cl)Cl)Cl. The catalyst is C1(C)C=CC=CC=1. The product is [OH:22][C:3]12[C:14]3[C:19](=[CH:18][CH:17]=[CH:16][CH:15]=3)[C:20](=[O:21])[C:2]1([N:1]=[C:31]=[O:33])[C:10]1[C:5]([O:4]2)=[CH:6][C:7]([CH:11]([CH3:13])[CH3:12])=[CH:8][CH:9]=1. The yield is 0.730. (4) The reactants are [CH2:1]([NH:8][C:9](=O)[CH2:10][C:11]1[C:12]([CH2:17][OH:18])=[N:13][CH:14]=[CH:15][CH:16]=1)[C:2]1[CH:7]=[CH:6][CH:5]=[CH:4][CH:3]=1.B. The catalyst is C1COCC1. The product is [CH2:1]([NH:8][CH2:9][CH2:10][C:11]1[C:12]([CH2:17][OH:18])=[N:13][CH:14]=[CH:15][CH:16]=1)[C:2]1[CH:3]=[CH:4][CH:5]=[CH:6][CH:7]=1. The yield is 0.410.